Task: Predict the reactants needed to synthesize the given product.. Dataset: Full USPTO retrosynthesis dataset with 1.9M reactions from patents (1976-2016) (1) Given the product [Cl:35][CH2:1][C:7]([N:9]1[C:17]2[C:12](=[CH:13][C:14]([S:18]([NH2:21])(=[O:20])=[O:19])=[CH:15][CH:16]=2)[CH2:11][CH2:10]1)=[O:8], predict the reactants needed to synthesize it. The reactants are: [CH:1]1([C:7]([N:9]2[C:17]3[C:12](=[CH:13][C:14]([S:18]([NH2:21])(=[O:20])=[O:19])=[CH:15][CH:16]=3)[CH2:11][CH2:10]2)=[O:8])CCCCC1.N1C2C(=CC(S(N)(=O)=O)=CC=2)CC1.[Cl:35]CC(Cl)=O. (2) Given the product [O:44]1[CH2:49][CH2:48][O:47][CH2:46][CH:45]1[C:50]1[C:58]2[S:57][C:56]([NH:59][C:6](=[O:8])[CH2:5][CH2:4][C:3]([N:2]([CH3:1])[CH3:10])=[O:9])=[N:55][C:54]=2[C:53]([O:60][CH3:61])=[CH:52][CH:51]=1, predict the reactants needed to synthesize it. The reactants are: [CH3:1][N:2]([CH3:10])[C:3](=[O:9])[CH2:4][CH2:5][C:6]([OH:8])=O.CN(C(ON1N=NC2C=CC=NC1=2)=[N+](C)C)C.F[P-](F)(F)(F)(F)F.C(N(C(C)C)C(C)C)C.[O:44]1[CH2:49][CH2:48][O:47][CH2:46][CH:45]1[C:50]1[C:58]2[S:57][C:56]([NH2:59])=[N:55][C:54]=2[C:53]([O:60][CH3:61])=[CH:52][CH:51]=1. (3) The reactants are: [N+:1]([C:4]1[CH:5]=[C:6]2[C:10](=[CH:11][CH:12]=1)[NH:9][C:8]([C:13]([O:15][CH2:16][CH3:17])=[O:14])=[CH:7]2)([O-:3])=[O:2].[C:18](Cl)(=[O:25])[C:19]1[CH:24]=[CH:23][CH:22]=[CH:21][CH:20]=1.CCN(CC)CC.C([O-])(O)=O.[Na+]. Given the product [C:18]([N:9]1[C:10]2[C:6](=[CH:5][C:4]([N+:1]([O-:3])=[O:2])=[CH:12][CH:11]=2)[CH:7]=[C:8]1[C:13]([O:15][CH2:16][CH3:17])=[O:14])(=[O:25])[C:19]1[CH:24]=[CH:23][CH:22]=[CH:21][CH:20]=1, predict the reactants needed to synthesize it. (4) Given the product [NH2:12][C:9]1[N:8]=[C:7]([O:13][CH2:14][CH:15]2[CH2:19][CH2:18][CH2:17][O:16]2)[N:6]=[C:5]2[C:10]=1[NH:11][C:3](=[O:2])[N:4]2[CH2:20][CH:21]1[CH2:26][CH2:25][O:24][CH2:23][CH2:22]1, predict the reactants needed to synthesize it. The reactants are: C[O:2][C:3]1[N:4]([CH2:20][CH:21]2[CH2:26][CH2:25][O:24][CH2:23][CH2:22]2)[C:5]2[C:10]([N:11]=1)=[C:9]([NH2:12])[N:8]=[C:7]([O:13][CH2:14][CH:15]1[CH2:19][CH2:18][CH2:17][O:16]1)[N:6]=2.Cl.[OH-].[Na+]. (5) Given the product [CH3:43][NH:44][CH2:26][CH2:25][CH2:24][O:23][C:20]1[CH:21]=[C:22]2[C:17](=[CH:18][CH:19]=1)[NH:16][N:15]=[C:14]2[S:11]([C:1]1[C:10]2[C:5](=[CH:6][CH:7]=[CH:8][CH:9]=2)[CH:4]=[CH:3][CH:2]=1)(=[O:13])=[O:12], predict the reactants needed to synthesize it. The reactants are: [C:1]1([S:11]([C:14]2[C:22]3[C:17](=[CH:18][CH:19]=[C:20]([O:23][CH2:24][CH2:25][CH2:26]OS(C4C=CC(C)=CC=4)(=O)=O)[CH:21]=3)[NH:16][N:15]=2)(=[O:13])=[O:12])[C:10]2[C:5](=[CH:6][CH:7]=[CH:8][CH:9]=2)[CH:4]=[CH:3][CH:2]=1.C1COCC1.[CH3:43][NH2:44]. (6) The reactants are: [CH2:1]([N:3]1[C:8]2[N:9]=[C:10]([NH:13][C:14]3[CH:19]=[CH:18][C:17]([N:20]4[CH2:25][CH2:24][N:23]([CH3:26])[CH2:22][CH2:21]4)=[CH:16][CH:15]=3)[N:11]=[CH:12][C:7]=2[CH:6]=[C:5](B(O)O)[C:4]1=[O:30])[CH3:2].Br[C:32]1[CH:37]=[CH:36][C:35]([S:38]([CH3:41])(=[O:40])=[O:39])=[CH:34][C:33]=1[Cl:42].C(=O)([O-])[O-].[Na+].[Na+]. Given the product [Cl:42][C:33]1[CH:34]=[C:35]([S:38]([CH3:41])(=[O:40])=[O:39])[CH:36]=[CH:37][C:32]=1[C:5]1[C:4](=[O:30])[N:3]([CH2:1][CH3:2])[C:8]2[N:9]=[C:10]([NH:13][C:14]3[CH:15]=[CH:16][C:17]([N:20]4[CH2:21][CH2:22][N:23]([CH3:26])[CH2:24][CH2:25]4)=[CH:18][CH:19]=3)[N:11]=[CH:12][C:7]=2[CH:6]=1, predict the reactants needed to synthesize it. (7) Given the product [C:10]([N:13]1[C:22]2[C:17](=[CH:18][C:19]([C:23]([NH:25][CH3:26])=[O:24])=[CH:20][CH:21]=2)[CH:16]([NH:27][C:2]2[CH:9]=[CH:8][C:5]([C:6]#[N:7])=[CH:4][CH:3]=2)[CH:15]([CH3:28])[CH:14]1[CH:29]1[CH2:30][CH2:31]1)(=[O:12])[CH3:11], predict the reactants needed to synthesize it. The reactants are: Br[C:2]1[CH:9]=[CH:8][C:5]([C:6]#[N:7])=[CH:4][CH:3]=1.[C:10]([N:13]1[C:22]2[C:17](=[CH:18][C:19]([C:23]([NH:25][CH3:26])=[O:24])=[CH:20][CH:21]=2)[CH:16]([NH2:27])[CH:15]([CH3:28])[CH:14]1[CH:29]1[CH2:31][CH2:30]1)(=[O:12])[CH3:11].CC(C)([O-])C.[Na+].CN(C1C(C2C(P(C3CCCCC3)C3CCCCC3)=CC=CC=2)=CC=CC=1)C. (8) Given the product [Br:11][CH2:1][C:2]1[O:3][C:4]([C:7]([F:10])([F:9])[F:8])=[CH:5][CH:6]=1, predict the reactants needed to synthesize it. The reactants are: [CH3:1][C:2]1[O:3][C:4]([C:7]([F:10])([F:9])[F:8])=[CH:5][CH:6]=1.[Br:11]N1C(=O)CCC1=O.O. (9) Given the product [C:15]([O:19][C:20]([N:22]1[C:30]2[C:25](=[CH:26][C:27]([C:2]3[C:6]([Br:7])=[C:5]([NH:8][C:9]([C@@H:11]4[CH2:13][C@H:12]4[CH3:14])=[O:10])[S:4][N:3]=3)=[CH:28][CH:29]=2)[CH:24]=[N:23]1)=[O:21])([CH3:18])([CH3:16])[CH3:17], predict the reactants needed to synthesize it. The reactants are: Br[C:2]1[C:6]([Br:7])=[C:5]([NH:8][C:9]([C@@H:11]2[CH2:13][C@H:12]2[CH3:14])=[O:10])[S:4][N:3]=1.[C:15]([O:19][C:20]([N:22]1[C:30]2[C:25](=[CH:26][C:27]([Sn](C)(C)C)=[CH:28][CH:29]=2)[CH:24]=[N:23]1)=[O:21])([CH3:18])([CH3:17])[CH3:16].